From a dataset of NCI-60 drug combinations with 297,098 pairs across 59 cell lines. Regression. Given two drug SMILES strings and cell line genomic features, predict the synergy score measuring deviation from expected non-interaction effect. Drug 1: COC1=C(C=C2C(=C1)N=CN=C2NC3=CC(=C(C=C3)F)Cl)OCCCN4CCOCC4. Drug 2: C1CC(C1)(C(=O)O)C(=O)O.[NH2-].[NH2-].[Pt+2]. Cell line: ACHN. Synergy scores: CSS=66.8, Synergy_ZIP=-3.41, Synergy_Bliss=-3.41, Synergy_Loewe=1.07, Synergy_HSA=3.67.